From a dataset of Catalyst prediction with 721,799 reactions and 888 catalyst types from USPTO. Predict which catalyst facilitates the given reaction. (1) Reactant: [C:1]([C:5]1[N:10]=[C:9]([N:11]2[CH2:16][CH2:15][N:14]([CH2:17][CH2:18][CH2:19][CH2:20][NH2:21])[CH2:13][CH2:12]2)[CH:8]=[C:7]([CH:22]2[CH2:24][CH2:23]2)[N:6]=1)([CH3:4])([CH3:3])[CH3:2].C1N=CN([C:30](N2C=NC=C2)=[O:31])C=1.[C:37]1([N:43]2[CH2:48][CH2:47][NH:46][CH2:45][CH2:44]2)[CH:42]=[CH:41][CH:40]=[CH:39][CH:38]=1. Product: [C:1]([C:5]1[N:10]=[C:9]([N:11]2[CH2:12][CH2:13][N:14]([CH2:17][CH2:18][CH2:19][CH2:20][NH:21][C:30]([N:46]3[CH2:47][CH2:48][N:43]([C:37]4[CH:42]=[CH:41][CH:40]=[CH:39][CH:38]=4)[CH2:44][CH2:45]3)=[O:31])[CH2:15][CH2:16]2)[CH:8]=[C:7]([CH:22]2[CH2:24][CH2:23]2)[N:6]=1)([CH3:4])([CH3:2])[CH3:3]. The catalyst class is: 147. (2) Reactant: [CH3:1][NH:2][S:3]([CH:6]1[CH2:11][CH2:10][N:9]([C:12](OCC2C=CC=CC=2)=O)[CH2:8][CH2:7]1)(=[O:5])=[O:4].ClC1[N:28]=[C:27]([N:29]2[CH2:34][CH2:33][O:32][CH2:31][CH2:30]2)[N:26]=[C:25]([N:35]2[C:39]3[CH:40]=[CH:41][CH:42]=[C:43]([O:44][CH3:45])[C:38]=3[N:37]=[C:36]2[CH:46]([F:48])[F:47])[N:24]=1.CCN(C(C)C)C(C)C. Product: [F:48][CH:46]([F:47])[C:36]1[N:35]([C:25]2[N:26]=[C:27]([N:29]3[CH2:30][CH2:31][O:32][CH2:33][CH2:34]3)[N:28]=[C:12]([N:9]3[CH2:8][CH2:7][CH:6]([S:3]([NH:2][CH3:1])(=[O:4])=[O:5])[CH2:11][CH2:10]3)[N:24]=2)[C:39]2[CH:40]=[CH:41][CH:42]=[C:43]([O:44][CH3:45])[C:38]=2[N:37]=1. The catalyst class is: 403. (3) Reactant: C([O:3][C:4]([C:6]1([NH:10][C:11]2[CH:12]=[C:13]3[C:17](=[CH:18][CH:19]=2)[NH:16][N:15]=[CH:14]3)[CH2:9][CH2:8][CH2:7]1)=O)C.[H-].[H-].[H-].[H-].[Li+].[Al+3]. Product: [NH:16]1[C:17]2[C:13](=[CH:12][C:11]([NH:10][C:6]3([CH2:4][OH:3])[CH2:9][CH2:8][CH2:7]3)=[CH:19][CH:18]=2)[CH:14]=[N:15]1. The catalyst class is: 1. (4) Reactant: [CH3:1][C:2]([O:5][C:6]([NH:8][CH:9]1[CH2:14][CH2:13][NH:12][CH2:11][CH2:10]1)=[O:7])([CH3:4])[CH3:3].[Cl:15][C:16]1[CH:17]=[N:18][C:19]2[C:24]([C:25]=1[CH:26]=[CH2:27])=[CH:23][C:22]([O:28][CH3:29])=[CH:21][CH:20]=2. Product: [C:2]([O:5][C:6](=[O:7])[NH:8][CH:9]1[CH2:10][CH2:11][N:12]([CH2:27][CH2:26][C:25]2[C:24]3[C:19](=[CH:20][CH:21]=[C:22]([O:28][CH3:29])[CH:23]=3)[N:18]=[CH:17][C:16]=2[Cl:15])[CH2:13][CH2:14]1)([CH3:1])([CH3:3])[CH3:4]. The catalyst class is: 3. (5) Reactant: [CH:1]1([CH:4]([OH:15])[C:5]([O:7][CH2:8][C:9]2[CH:14]=[CH:13][CH:12]=[CH:11][CH:10]=2)=[O:6])[CH2:3][CH2:2]1.N1C=CC=CC=1.[C:22](O)(=[O:24])[CH3:23].O. Product: [C:22]([O:15][CH:4]([CH:1]1[CH2:2][CH2:3]1)[C:5]([O:7][CH2:8][C:9]1[CH:14]=[CH:13][CH:12]=[CH:11][CH:10]=1)=[O:6])(=[O:24])[CH3:23]. The catalyst class is: 13. (6) Reactant: [Cl:1][C:2]1[CH:3]=[C:4]2[C:8](=[CH:9][CH:10]=1)[NH:7][CH:6]=[C:5]2[CH2:11][CH2:12][NH:13][C:14](=[O:23])[C:15]1[CH:20]=[CH:19][CH:18]=[C:17]([CH2:21]Cl)[CH:16]=1.[NH:24]1[CH:28]=[CH:27][CH:26]=[N:25]1.[I-].[Na+]. Product: [N:24]1([CH2:21][C:17]2[CH:16]=[C:15]([CH:20]=[CH:19][CH:18]=2)[C:14]([NH:13][CH2:12][CH2:11][C:5]2[C:4]3[C:8](=[CH:9][CH:10]=[C:2]([Cl:1])[CH:3]=3)[NH:7][CH:6]=2)=[O:23])[CH:28]=[CH:27][CH:26]=[N:25]1. The catalyst class is: 1. (7) Reactant: [CH3:1][N:2]([CH3:8])[C@@H:3]1[CH2:7][CH2:6][NH:5][CH2:4]1.F[C:10]1[C:15]([N+:16]([O-:18])=[O:17])=[CH:14][C:13]([NH:19][C:20]2[N:25]=[C:24]([C:26]3[C:34]4[C:29](=[CH:30][CH:31]=[CH:32][CH:33]=4)[NH:28][CH:27]=3)[CH:23]=[CH:22][N:21]=2)=[C:12]([O:35][CH3:36])[CH:11]=1.CCN(C(C)C)C(C)C. Product: [CH3:1][N:2]([CH3:8])[C@@H:3]1[CH2:7][CH2:6][N:5]([C:10]2[C:15]([N+:16]([O-:18])=[O:17])=[CH:14][C:13]([NH:19][C:20]3[N:25]=[C:24]([C:26]4[C:34]5[C:29](=[CH:30][CH:31]=[CH:32][CH:33]=5)[NH:28][CH:27]=4)[CH:23]=[CH:22][N:21]=3)=[C:12]([O:35][CH3:36])[CH:11]=2)[CH2:4]1. The catalyst class is: 44. (8) Reactant: CCC(C(O[C@@H]1[C@@H]2[C@@H](CC[C@@H](O)C[C@@H](O)CC([O-])=O)[C@@H](C)C=CC2=C[C@H](C)C1)=O)(C)C.[NH4+].Cl.[OH-].[Ca+2:35].[OH-].[CH3:37][CH2:38][C:39]([C:42]([O:44][C@@H:45]1[C@@H:50]2[C@@H:51]([CH2:56][CH2:57][C@H:58]3[O:64][C:62](=[O:63])[CH2:61][C@H:60]([OH:65])[CH2:59]3)[C@@H:52]([CH3:55])[CH:53]=[CH:54][C:49]2=[CH:48][C@H:47]([CH3:66])[CH2:46]1)=[O:43])([CH3:41])[CH3:40]. Product: [CH3:37][CH2:38][C:39]([C:42]([O:44][C@@H:45]1[C@@H:50]2[C@@H:51]([CH2:56][CH2:57][C@H:58]3[O:64][C:62](=[O:63])[CH2:61][C@H:60]([OH:65])[CH2:59]3)[C@@H:52]([CH3:55])[CH:53]=[CH:54][C:49]2=[CH:48][C@H:47]([CH3:66])[CH2:46]1)=[O:43])([CH3:41])[CH3:40].[Ca:35]. The catalyst class is: 280. (9) Reactant: [H-].[Na+].[CH2:3](Br)[CH:4]=[CH2:5].C(C1C=C(Cl)C2C(=CC=CC=2)C=1O)C=C.[CH3:22][C:23]1[CH:28]=[CH:27][C:26]([S:29]([O:32][CH2:33][CH:34]2[CH2:38][C:37]3[CH:39]=[C:40]([Cl:47])[CH:41]=[C:42]([O:43]CC=C)[C:36]=3[O:35]2)(=[O:31])=[O:30])=[CH:25][CH:24]=1.C(OCC=C)C=C.C(OC1C2CCCC=2C=CC=1CC=C)C1C=CC=CC=1. Product: [CH3:22][C:23]1[CH:24]=[CH:25][C:26]([S:29]([O:32][CH2:33][CH:34]2[CH2:38][C:37]3[CH:39]=[C:40]([Cl:47])[C:41]([CH2:5][CH:4]=[CH2:3])=[C:42]([OH:43])[C:36]=3[O:35]2)(=[O:30])=[O:31])=[CH:27][CH:28]=1. The catalyst class is: 728.